From a dataset of Reaction yield outcomes from USPTO patents with 853,638 reactions. Predict the reaction yield, written as a fraction of the theoretical maximum amount of product (1.0 means a 100% yield; for example, 0.34 means a 34% yield). (1) The reactants are Cl.[O:2]=[C:3]1[NH:11][C:10]2[C:5](=[N:6][C:7]([C:12]3[CH:13]=[N:14][N:15]4[CH:20]=[CH:19][C:18]([C:21]#[N:22])=[CH:17][C:16]=34)=[N:8][CH:9]=2)[N:4]1[C@H:23]1[CH2:28][CH2:27][CH2:26][NH:25][CH2:24]1.[C:29]([CH2:31][C:32](ON1C(=O)CCC1=O)=[O:33])#[N:30]. The catalyst is CN(C=O)C. The product is [C:29]([CH2:31][C:32]([N:25]1[CH2:26][CH2:27][CH2:28][C@H:23]([N:4]2[C:3](=[O:2])[NH:11][C:10]3[C:5]2=[N:6][C:7]([C:12]2[CH:13]=[N:14][N:15]4[CH:20]=[CH:19][C:18]([C:21]#[N:22])=[CH:17][C:16]=24)=[N:8][CH:9]=3)[CH2:24]1)=[O:33])#[N:30]. The yield is 0.290. (2) The reactants are [Cl:1][C:2]1[N:10]=[C:9]([OH:11])[N:8]=[C:7]2[C:3]=1[N:4]=[CH:5][N:6]2[C@@H:12]1[O:24][C@H:23]([CH2:25][O:26][C:27](=[O:29])[CH3:28])[C@@H:18]([O:19][C:20](=[O:22])[CH3:21])[C@H:13]1[O:14][C:15](=[O:17])[CH3:16].[Cl:30][C:31]1[CH:36]=[CH:35][C:34]([CH2:37][CH2:38]Br)=[CH:33][CH:32]=1.C(=O)([O-])[O-].[Cs+].[Cs+]. The catalyst is CN(C)C=O. The product is [Cl:1][C:2]1[N:10]=[C:9]([O:11][CH2:38][CH2:37][C:34]2[CH:35]=[CH:36][C:31]([Cl:30])=[CH:32][CH:33]=2)[N:8]=[C:7]2[C:3]=1[N:4]=[CH:5][N:6]2[C@@H:12]1[O:24][C@H:23]([CH2:25][O:26][C:27](=[O:29])[CH3:28])[C@@H:18]([O:19][C:20](=[O:22])[CH3:21])[C@H:13]1[O:14][C:15](=[O:17])[CH3:16]. The yield is 0.640. (3) The reactants are [CH2:1]1[CH2:11][CH2:10][N:9]2[C:4](=[N:5][CH2:6][CH2:7][CH2:8]2)[CH2:3][CH2:2]1.[F:12][C:13]1[CH:14]=[C:15]([CH2:19][CH2:20][NH2:21])[CH:16]=[CH:17][CH:18]=1.[C:22](OCC)(=[O:24])C. The catalyst is C(#N)C. The product is [F:12][C:13]1[CH:14]=[C:15]([CH2:19][CH2:20][NH:21][C:22]([NH:5][C:4]2[CH:3]=[CH:2][CH:1]=[C:11]3[C:6]=2[CH:7]=[CH:8][N:9]=[CH:10]3)=[O:24])[CH:16]=[CH:17][CH:18]=1. The yield is 0.650. (4) The reactants are [NH2:1][C:2]1[CH:7]=[CH:6][C:5]([C:8]2([C:11]([O:13][CH3:14])=[O:12])[CH2:10][CH2:9]2)=[CH:4][C:3]=1[C:15]#[C:16][Si](C)(C)C. The catalyst is CN(C=O)C.[Cu]I. The product is [NH:1]1[C:2]2[C:3](=[CH:4][C:5]([C:8]3([C:11]([O:13][CH3:14])=[O:12])[CH2:10][CH2:9]3)=[CH:6][CH:7]=2)[CH:15]=[CH:16]1. The yield is 0.510. (5) The reactants are C[O:2][C:3]1[N:11]=[CH:10][C:9]2[NH:8][C:7]3[N:12]=[CH:13][C:14]([C:16]4[CH:21]=[CH:20][C:19]([CH2:22][N:23]5[CH2:28][CH2:27][CH2:26][CH2:25][CH2:24]5)=[CH:18][CH:17]=4)=[CH:15][C:6]=3[C:5]=2[CH:4]=1.Br. No catalyst specified. The product is [O:2]=[C:3]1[NH:11][CH:10]=[C:9]2[C:5]([C:6]3[CH:15]=[C:14]([C:16]4[CH:17]=[CH:18][C:19]([CH2:22][N:23]5[CH2:24][CH2:25][CH2:26][CH2:27][CH2:28]5)=[CH:20][CH:21]=4)[CH:13]=[N:12][C:7]=3[NH:8]2)=[CH:4]1. The yield is 0.300. (6) The reactants are [Cl:1][C:2]1[CH:3]=[CH:4][C:5]2[N:6]([C:8]([CH:11]([C:13]3[CH:14]=[C:15]4[C:20](=[CH:21][C:22]=3[F:23])[N:19]=[CH:18][CH:17]=[CH:16]4)[OH:12])=[CH:9][N:10]=2)[N:7]=1.I(C1C=CC=CC=1C(O)=O)(=O)=O. The yield is 0.950. The product is [Cl:1][C:2]1[CH:3]=[CH:4][C:5]2[N:6]([C:8]([C:11]([C:13]3[CH:14]=[C:15]4[C:20](=[CH:21][C:22]=3[F:23])[N:19]=[CH:18][CH:17]=[CH:16]4)=[O:12])=[CH:9][N:10]=2)[N:7]=1. The catalyst is CC(C)=O. (7) The product is [CH3:1][NH:2][C:3]1[N:8]=[C:7]([CH2:9][CH2:10][OH:11])[CH:6]=[CH:5][CH:4]=1. No catalyst specified. The reactants are [CH3:1][NH:2][C:3]1[N:8]=[C:7]([CH2:9][C:10](OCC)=[O:11])[CH:6]=[CH:5][CH:4]=1.[H-].[Al+3].[Li+].[H-].[H-].[H-]. The yield is 0.790.